This data is from Catalyst prediction with 721,799 reactions and 888 catalyst types from USPTO. The task is: Predict which catalyst facilitates the given reaction. (1) Reactant: [C:1]([O:7][CH2:8][C@@H:9]([O:36][C:37]([CH3:40])([CH3:39])[CH3:38])[C:10]1[C:11]([C:29]2[CH:34]=[CH:33][C:32]([Cl:35])=[CH:31][CH:30]=2)=[C:12]2[C:17](=[CH:18][C:19]=1[CH3:20])[N:16]=[C:15](OS(C(F)(F)F)(=O)=O)[CH:14]=[CH:13]2)(=[O:6])[C:2]([CH3:5])([CH3:4])[CH3:3].[NH:41]1[CH:45]=[CH:44][N:43]=[CH:42]1. Product: [C:1]([O:7][CH2:8][C@@H:9]([O:36][C:37]([CH3:38])([CH3:40])[CH3:39])[C:10]1[C:11]([C:29]2[CH:34]=[CH:33][C:32]([Cl:35])=[CH:31][CH:30]=2)=[C:12]2[C:17](=[CH:18][C:19]=1[CH3:20])[N:16]=[C:15]([N:41]1[CH:45]=[CH:44][N:43]=[CH:42]1)[CH:14]=[CH:13]2)(=[O:6])[C:2]([CH3:4])([CH3:5])[CH3:3]. The catalyst class is: 57. (2) Reactant: C([O:3][C:4](=[O:40])[CH2:5][O:6][C:7]1[CH:12]=[CH:11][C:10]([S:13][CH2:14][C:15]2[CH:20]=[C:19]([C:21]#[C:22][CH2:23][N:24]3[CH2:29][CH2:28][O:27][CH2:26][CH2:25]3)[CH:18]=[C:17]([O:30][CH2:31][C:32]3[CH:37]=[CH:36][C:35]([F:38])=[CH:34][CH:33]=3)[CH:16]=2)=[CH:9][C:8]=1[CH3:39])C.[OH-].[Na+].Cl. Product: [F:38][C:35]1[CH:34]=[CH:33][C:32]([CH2:31][O:30][C:17]2[CH:16]=[C:15]([CH:20]=[C:19]([C:21]#[C:22][CH2:23][N:24]3[CH2:25][CH2:26][O:27][CH2:28][CH2:29]3)[CH:18]=2)[CH2:14][S:13][C:10]2[CH:11]=[CH:12][C:7]([O:6][CH2:5][C:4]([OH:40])=[O:3])=[C:8]([CH3:39])[CH:9]=2)=[CH:37][CH:36]=1. The catalyst class is: 8. (3) Reactant: [Cl:1][C:2]1[CH:9]=[CH:8][C:5]([CH:6]=[O:7])=[CH:4][C:3]=1[OH:10].[Si:11](Cl)([C:14]([CH3:17])([CH3:16])[CH3:15])([CH3:13])[CH3:12].C(N(CC)CC)C. Product: [Si:11]([O:10][C:3]1[CH:4]=[C:5]([CH:8]=[CH:9][C:2]=1[Cl:1])[CH:6]=[O:7])([C:14]([CH3:17])([CH3:16])[CH3:15])([CH3:13])[CH3:12]. The catalyst class is: 2.